This data is from Retrosynthesis with 50K atom-mapped reactions and 10 reaction types from USPTO. The task is: Predict the reactants needed to synthesize the given product. (1) Given the product C[C@@H](Oc1cc(-n2cnc3ccc(CN4CCCN(C)CC4)cc32)sc1C(N)=O)c1ccccc1Cl, predict the reactants needed to synthesize it. The reactants are: COC(=O)c1sc(-n2cnc3ccc(CN4CCCN(C)CC4)cc32)cc1O[C@H](C)c1ccccc1Cl.N. (2) Given the product CC(=O)c1cncnc1C(=O)O, predict the reactants needed to synthesize it. The reactants are: CC(=O)c1cnc(Cl)nc1C(=O)O. (3) Given the product O=CN1CCN(c2nc(N3CCS(=O)CC3)c3ncnc(SCc4ccc(F)cc4)c3n2)CC1, predict the reactants needed to synthesize it. The reactants are: O=CN1CCNCC1.O=S1CCN(c2nc(Cl)nc3c(SCc4ccc(F)cc4)ncnc23)CC1.